This data is from NCI-60 drug combinations with 297,098 pairs across 59 cell lines. The task is: Regression. Given two drug SMILES strings and cell line genomic features, predict the synergy score measuring deviation from expected non-interaction effect. (1) Drug 1: CC(C1=C(C=CC(=C1Cl)F)Cl)OC2=C(N=CC(=C2)C3=CN(N=C3)C4CCNCC4)N. Drug 2: C1CN(P(=O)(OC1)NCCCl)CCCl. Cell line: SK-MEL-28. Synergy scores: CSS=-6.51, Synergy_ZIP=1.20, Synergy_Bliss=-5.69, Synergy_Loewe=-11.3, Synergy_HSA=-10.1. (2) Drug 1: CCCCCOC(=O)NC1=NC(=O)N(C=C1F)C2C(C(C(O2)C)O)O. Drug 2: CCN(CC)CCNC(=O)C1=C(NC(=C1C)C=C2C3=C(C=CC(=C3)F)NC2=O)C. Cell line: IGROV1. Synergy scores: CSS=-8.35, Synergy_ZIP=-3.68, Synergy_Bliss=-13.8, Synergy_Loewe=-9.04, Synergy_HSA=-11.1. (3) Drug 2: CC1CCC2CC(C(=CC=CC=CC(CC(C(=O)C(C(C(=CC(C(=O)CC(OC(=O)C3CCCCN3C(=O)C(=O)C1(O2)O)C(C)CC4CCC(C(C4)OC)OCCO)C)C)O)OC)C)C)C)OC. Drug 1: C1=CC(=CC=C1CCC2=CNC3=C2C(=O)NC(=N3)N)C(=O)NC(CCC(=O)O)C(=O)O. Synergy scores: CSS=21.3, Synergy_ZIP=-10.6, Synergy_Bliss=-5.59, Synergy_Loewe=-1.29, Synergy_HSA=-0.680. Cell line: SN12C. (4) Cell line: NCI-H226. Drug 2: C1=NC2=C(N1)C(=S)N=CN2. Synergy scores: CSS=1.68, Synergy_ZIP=-10.3, Synergy_Bliss=-17.1, Synergy_Loewe=-27.3, Synergy_HSA=-15.5. Drug 1: CS(=O)(=O)C1=CC(=C(C=C1)C(=O)NC2=CC(=C(C=C2)Cl)C3=CC=CC=N3)Cl. (5) Drug 1: CC1C(C(CC(O1)OC2CC(OC(C2O)C)OC3=CC4=CC5=C(C(=O)C(C(C5)C(C(=O)C(C(C)O)O)OC)OC6CC(C(C(O6)C)O)OC7CC(C(C(O7)C)O)OC8CC(C(C(O8)C)O)(C)O)C(=C4C(=C3C)O)O)O)O. Drug 2: N.N.Cl[Pt+2]Cl. Cell line: SNB-75. Synergy scores: CSS=29.6, Synergy_ZIP=-2.95, Synergy_Bliss=0.725, Synergy_Loewe=-17.5, Synergy_HSA=2.32. (6) Drug 1: CCCCC(=O)OCC(=O)C1(CC(C2=C(C1)C(=C3C(=C2O)C(=O)C4=C(C3=O)C=CC=C4OC)O)OC5CC(C(C(O5)C)O)NC(=O)C(F)(F)F)O. Drug 2: CCCCCOC(=O)NC1=NC(=O)N(C=C1F)C2C(C(C(O2)C)O)O. Cell line: HS 578T. Synergy scores: CSS=23.0, Synergy_ZIP=-2.18, Synergy_Bliss=-2.01, Synergy_Loewe=-12.3, Synergy_HSA=-2.96. (7) Drug 1: CCCCCOC(=O)NC1=NC(=O)N(C=C1F)C2C(C(C(O2)C)O)O. Drug 2: C(CN)CNCCSP(=O)(O)O. Cell line: UACC-257. Synergy scores: CSS=-3.92, Synergy_ZIP=1.21, Synergy_Bliss=0.0726, Synergy_Loewe=-3.51, Synergy_HSA=-2.73. (8) Drug 1: CC1CC2CCC3C(=C)CC(O3)CCC45CC6C(O4)C7C(O6)C(O5)C8C(O7)CCC(O8)CC(=O)CC9C(CC(C1=C)O2)OC(C9OC)CC(CN)O.CS(=O)(=O)O. Drug 2: CC1C(C(CC(O1)OC2CC(CC3=C2C(=C4C(=C3O)C(=O)C5=C(C4=O)C(=CC=C5)OC)O)(C(=O)CO)O)N)O.Cl. Cell line: SK-MEL-5. Synergy scores: CSS=51.9, Synergy_ZIP=-5.48, Synergy_Bliss=-3.35, Synergy_Loewe=-3.63, Synergy_HSA=-1.41.